From a dataset of M1 muscarinic receptor antagonist screen with 61,756 compounds. Binary Classification. Given a drug SMILES string, predict its activity (active/inactive) in a high-throughput screening assay against a specified biological target. The drug is S(c1n(N)c(nn1)COc1ccccc1)C(F)F. The result is 0 (inactive).